Predict the reactants needed to synthesize the given product. From a dataset of Full USPTO retrosynthesis dataset with 1.9M reactions from patents (1976-2016). (1) Given the product [CH3:16][S:17]([O:1][CH2:2][CH2:3][CH2:4][CH2:5][C:6]1[CH2:8][CH:7]=1)(=[O:19])=[O:18], predict the reactants needed to synthesize it. The reactants are: [OH:1][CH2:2][CH2:3][CH2:4][CH2:5][C:6]1[CH2:8][CH:7]=1.C(N(CC)CC)C.[CH3:16][S:17](Cl)(=[O:19])=[O:18].O. (2) Given the product [CH2:26]([N:4]1[CH2:5][CH2:6][N:1]([CH2:7][C:8]2[CH:17]=[CH:16][C:11]([C:12]([O:14][CH3:15])=[O:13])=[CH:10][CH:9]=2)[CH2:2][CH2:3]1)[C:25]#[CH:24], predict the reactants needed to synthesize it. The reactants are: [N:1]1([CH2:7][C:8]2[CH:17]=[CH:16][C:11]([C:12]([O:14][CH3:15])=[O:13])=[CH:10][CH:9]=2)[CH2:6][CH2:5][NH:4][CH2:3][CH2:2]1.C([O-])([O-])=O.[K+].[K+].[CH2:24](Br)[C:25]#[CH:26]. (3) Given the product [CH3:12][C:6]1[CH:7]=[CH:8][C:9]([CH3:11])=[CH:10][C:5]=1[B:13]([OH:16])[OH:14], predict the reactants needed to synthesize it. The reactants are: [Mg].II.Br[C:5]1[CH:10]=[C:9]([CH3:11])[CH:8]=[CH:7][C:6]=1[CH3:12].[B:13](OC)([O:16]C)[O:14]C.S(=O)(=O)(O)O. (4) Given the product [NH2:16][C:10]1[CH:11]=[C:12]([CH3:15])[CH:13]=[CH:14][C:9]=1[S:8][C:7]1[CH:6]=[CH:5][C:4]([NH:19][C:20](=[O:22])[CH3:21])=[CH:3][C:2]=1[F:1], predict the reactants needed to synthesize it. The reactants are: [F:1][C:2]1[CH:3]=[C:4]([NH:19][C:20](=[O:22])[CH3:21])[CH:5]=[CH:6][C:7]=1[S:8][C:9]1[CH:14]=[CH:13][C:12]([CH3:15])=[CH:11][C:10]=1[N+:16]([O-])=O.[NH4+].[Cl-]. (5) Given the product [CH3:25][N:26]([CH3:27])[C:22]1[CH:21]=[C:20]2[C:15]([CH2:16][CH2:17][C:18](=[O:24])[NH:19]2)=[CH:14][C:13]=1[S:10]([NH:9][C:4]1[CH:5]=[CH:6][C:7]([CH3:8])=[C:2]([CH3:1])[CH:3]=1)(=[O:12])=[O:11], predict the reactants needed to synthesize it. The reactants are: [CH3:1][C:2]1[CH:3]=[C:4]([NH:9][S:10]([C:13]2[CH:14]=[C:15]3[C:20](=[CH:21][C:22]=2F)[NH:19][C:18](=[O:24])[CH2:17][CH2:16]3)(=[O:12])=[O:11])[CH:5]=[CH:6][C:7]=1[CH3:8].[CH3:25][NH:26][CH3:27].C(N(CC)CC)C. (6) Given the product [F:24][C:22]1[CH:21]=[CH:20][C:19]([C:25]2[C:26]([N:33]3[CH2:38][CH2:37][O:36][CH2:35][CH2:34]3)=[N:27][CH:28]=[CH:29][CH:30]=2)=[C:18]2[C:23]=1[C@H:15]([O:14][C:12]1[CH:11]=[CH:10][C:9]3[C@H:5]([CH2:4][C:3]([OH:32])=[O:2])[CH2:6][O:7][C:8]=3[CH:13]=1)[CH2:16][CH2:17]2, predict the reactants needed to synthesize it. The reactants are: C[O:2][C:3](=[O:32])[CH2:4][C@H:5]1[C:9]2[CH:10]=[CH:11][C:12]([O:14][C@H:15]3[C:23]4[C:18](=[C:19]([C:25]5[C:26](F)=[N:27][CH:28]=[CH:29][CH:30]=5)[CH:20]=[CH:21][C:22]=4[F:24])[CH2:17][CH2:16]3)=[CH:13][C:8]=2[O:7][CH2:6]1.[NH:33]1[CH2:38][CH2:37][O:36][CH2:35][CH2:34]1.[OH-].[Na+].Cl.